This data is from Reaction yield outcomes from USPTO patents with 853,638 reactions. The task is: Predict the reaction yield, written as a fraction of the theoretical maximum amount of product (1.0 means a 100% yield; for example, 0.34 means a 34% yield). (1) The reactants are [O:1]=[C:2]1[C:7]([CH2:8][C:9]2[CH:14]=[CH:13][C:12]([C:15]3[C:16]([C:21]#[N:22])=[CH:17][CH:18]=[CH:19][CH:20]=3)=[CH:11][CH:10]=2)=[C:6]([CH2:23][CH2:24][CH3:25])[N:5]2[N:26]=[CH:27][N:28]=[C:4]2[N:3]1[C@H:29]1[CH2:34][CH2:33][C@H:32]([O:35][CH2:36][C:37](=[O:40])[CH2:38][CH3:39])[CH2:31][CH2:30]1.[BH4-].[Na+].[Cl-].[NH4+]. The catalyst is O1CCCC1.CO. The product is [OH:40][CH:37]([CH2:38][CH3:39])[CH2:36][O:35][C@H:32]1[CH2:33][CH2:34][C@H:29]([N:3]2[C:2](=[O:1])[C:7]([CH2:8][C:9]3[CH:14]=[CH:13][C:12]([C:15]4[C:16]([C:21]#[N:22])=[CH:17][CH:18]=[CH:19][CH:20]=4)=[CH:11][CH:10]=3)=[C:6]([CH2:23][CH2:24][CH3:25])[N:5]3[N:26]=[CH:27][N:28]=[C:4]23)[CH2:30][CH2:31]1. The yield is 0.740. (2) The reactants are [Br:1][C:2]1[CH:18]=[CH:17][C:5]([C:6]([C@H:8]2[CH2:13][CH2:12][CH2:11][CH2:10][C@H:9]2[C:14]([OH:16])=[O:15])=[O:7])=[CH:4][CH:3]=1.[CH3:19]OC(OC)(C)C.Cl. The catalyst is CO. The product is [Br:1][C:2]1[CH:3]=[CH:4][C:5]([C:6]([C@H:8]2[CH2:13][CH2:12][CH2:11][CH2:10][C@H:9]2[C:14]([O:16][CH3:19])=[O:15])=[O:7])=[CH:17][CH:18]=1. The yield is 0.420. (3) The reactants are Br[C:2]1[CH:3]=[C:4]([C:14]([NH:16][CH2:17][C:18]2[C:19](=[O:26])[NH:20][C:21]([CH3:25])=[CH:22][C:23]=2[CH3:24])=[O:15])[C:5]2[CH:6]=[N:7][N:8]([CH:11]([CH3:13])[CH3:12])[C:9]=2[CH:10]=1.CC1(C)C(C)(C)OB([C:35]2[CH:47]=[CH:46][C:38]([CH2:39][N:40]3[CH2:45][CH2:44][O:43][CH2:42][CH2:41]3)=[CH:37][CH:36]=2)O1.C([O-])([O-])=O.[Na+].[Na+].CCOC(C)=O. The catalyst is O1CCOCC1.C1C=CC([P]([Pd]([P](C2C=CC=CC=2)(C2C=CC=CC=2)C2C=CC=CC=2)([P](C2C=CC=CC=2)(C2C=CC=CC=2)C2C=CC=CC=2)[P](C2C=CC=CC=2)(C2C=CC=CC=2)C2C=CC=CC=2)(C2C=CC=CC=2)C2C=CC=CC=2)=CC=1. The product is [CH3:24][C:23]1[CH:22]=[C:21]([CH3:25])[NH:20][C:19](=[O:26])[C:18]=1[CH2:17][NH:16][C:14]([C:4]1[C:5]2[CH:6]=[N:7][N:8]([CH:11]([CH3:13])[CH3:12])[C:9]=2[CH:10]=[C:2]([C:35]2[CH:36]=[CH:37][C:38]([CH2:39][N:40]3[CH2:45][CH2:44][O:43][CH2:42][CH2:41]3)=[CH:46][CH:47]=2)[CH:3]=1)=[O:15]. The yield is 0.557.